Dataset: Forward reaction prediction with 1.9M reactions from USPTO patents (1976-2016). Task: Predict the product of the given reaction. (1) Given the reactants [Cl:1][C:2]1[C:3]2[C:4](=[N:8][N:9]([CH2:11][C:12]3[CH:28]=[CH:27][C:15]([CH2:16][N:17]4[CH:21]=[C:20](C(OCC)=O)[CH:19]=[N:18]4)=[CH:14][CH:13]=3)[CH:10]=2)[N:5]=[CH:6][N:7]=1.N1C=CC([C:34]([O:36][CH3:37])=[O:35])=N1.N1C=C(C(OCC)=O)C=N1, predict the reaction product. The product is: [Cl:1][C:2]1[C:3]2[C:4](=[N:8][N:9]([CH2:11][C:12]3[CH:13]=[CH:14][C:15]([CH2:16][N:17]4[CH:21]=[CH:20][C:19]([C:34]([O:36][CH3:37])=[O:35])=[N:18]4)=[CH:27][CH:28]=3)[CH:10]=2)[N:5]=[CH:6][N:7]=1. (2) Given the reactants [Br:1][C:2]1[C:3](F)=[C:4]2[C:10]([NH:11][C:12](=[O:21])[C:13]3[CH:18]=[C:17]([CH3:19])[CH:16]=[CH:15][C:14]=3[F:20])=[CH:9][NH:8][C:5]2=[N:6][CH:7]=1.[NH:23]1[CH2:28][CH2:27][CH2:26][C@@H:25]([NH:29][C:30](=[O:36])[O:31][C:32]([CH3:35])([CH3:34])[CH3:33])[CH2:24]1, predict the reaction product. The product is: [Br:1][C:2]1[C:3]([N:23]2[CH2:28][CH2:27][CH2:26][C@@H:25]([NH:29][C:30](=[O:36])[O:31][C:32]([CH3:34])([CH3:33])[CH3:35])[CH2:24]2)=[C:4]2[C:10]([NH:11][C:12](=[O:21])[C:13]3[CH:18]=[C:17]([CH3:19])[CH:16]=[CH:15][C:14]=3[F:20])=[CH:9][NH:8][C:5]2=[N:6][CH:7]=1.